From a dataset of Catalyst prediction with 721,799 reactions and 888 catalyst types from USPTO. Predict which catalyst facilitates the given reaction. (1) Reactant: O1B([C@@H](NC(=O)[C@@H](NC(C2C=NC=CN=2)=O)CC2C=CC=CC=2)CC(C)C)[O:5][B:4]([C@@H:32]([NH:37][C:38](=[O:56])[C@@H:39]([NH:47][C:48]([C:50]2[CH:55]=[N:54][CH:53]=[CH:52][N:51]=2)=[O:49])[CH2:40][C:41]2[CH:46]=[CH:45][CH:44]=[CH:43][CH:42]=2)[CH2:33][CH:34]([CH3:36])[CH3:35])[O:3]B1[C@@H](NC(=O)[C@@H](NC(C1C=NC=CN=1)=O)CC1C=CC=CC=1)CC(C)C.[C:82](O)(=[O:90])[C@@H:83]([C@H:85]([C:87]([OH:89])=[O:88])[OH:86])O.CCCCCCC. Product: [OH:86][C@H:85]([C@@H:83]1[C:82](=[O:90])[O:3][B:4]([C@@H:32]([NH:37][C:38](=[O:56])[C@@H:39]([NH:47][C:48]([C:50]2[CH:55]=[N:54][CH:53]=[CH:52][N:51]=2)=[O:49])[CH2:40][C:41]2[CH:46]=[CH:45][CH:44]=[CH:43][CH:42]=2)[CH2:33][CH:34]([CH3:35])[CH3:36])[O:5]1)[C:87]([OH:89])=[O:88]. The catalyst class is: 21. (2) Reactant: C([O:3][C:4]([CH:6]1[C:8]2([C@@H:13]([O:14][CH2:15][C:16]3[CH:21]=[CH:20][CH:19]=[CH:18][CH:17]=3)[C@H:12]([O:22][CH2:23][C:24]3[CH:29]=[CH:28][CH:27]=[CH:26][CH:25]=3)[C@@H:11]([O:30][CH2:31][C:32]3[CH:37]=[CH:36][CH:35]=[CH:34][CH:33]=3)[C@H:10]([C:38]3[CH:43]=[CH:42][C:41](Cl)=[C:40]([CH2:45][C:46]4[CH:51]=[CH:50][C:49]([O:52][CH2:53][CH3:54])=[CH:48][CH:47]=4)[CH:39]=3)[O:9]2)[CH2:7]1)=O)C.[H-].[Al+3].[Li+].[H-].[H-].[H-].S([O-])([O-])(=O)=O.[Na+].[Na+]. Product: [CH2:31]([O:30][C@@H:11]1[C@@H:12]([O:22][CH2:23][C:24]2[CH:29]=[CH:28][CH:27]=[CH:26][CH:25]=2)[C@H:13]([O:14][CH2:15][C:16]2[CH:21]=[CH:20][CH:19]=[CH:18][CH:17]=2)[C:8]2([CH:6]([CH2:4][OH:3])[CH2:7]2)[O:9][C@H:10]1[C:38]1[CH:43]=[CH:42][CH:41]=[C:40]([CH2:45][C:46]2[CH:51]=[CH:50][C:49]([O:52][CH2:53][CH3:54])=[CH:48][CH:47]=2)[CH:39]=1)[C:32]1[CH:37]=[CH:36][CH:35]=[CH:34][CH:33]=1. The catalyst class is: 7. (3) Product: [C:44]([O:43][C:41]([NH:48][CH2:49][C:50]([O:33][C@@H:31]([CH3:32])[CH2:30][N:27]1[C:28]([CH3:29])=[C:24]([C:22](=[O:23])[NH:21][C:4]2[CH:5]=[CH:6][C:7]([O:8][C:9]3[C:18]4[C:13](=[CH:14][C:15]([O:19][CH3:20])=[CH:16][CH:17]=4)[N:12]=[CH:11][CH:10]=3)=[C:2]([F:1])[CH:3]=2)[C:25](=[O:40])[N:26]1[C:34]1[CH:35]=[CH:36][CH:37]=[CH:38][CH:39]=1)=[O:51])=[O:42])([CH3:47])([CH3:46])[CH3:45]. The catalyst class is: 79. Reactant: [F:1][C:2]1[CH:3]=[C:4]([NH:21][C:22]([C:24]2[C:25](=[O:40])[N:26]([C:34]3[CH:39]=[CH:38][CH:37]=[CH:36][CH:35]=3)[N:27]([CH2:30][C@@H:31]([OH:33])[CH3:32])[C:28]=2[CH3:29])=[O:23])[CH:5]=[CH:6][C:7]=1[O:8][C:9]1[C:18]2[C:13](=[CH:14][C:15]([O:19][CH3:20])=[CH:16][CH:17]=2)[N:12]=[CH:11][CH:10]=1.[C:41]([NH:48][CH2:49][C:50](O)=[O:51])([O:43][C:44]([CH3:47])([CH3:46])[CH3:45])=[O:42].C(Cl)CCl.